Task: Predict the reactants needed to synthesize the given product.. Dataset: Full USPTO retrosynthesis dataset with 1.9M reactions from patents (1976-2016) (1) Given the product [O:22]1[CH:23]=[CH:24][C:20]([C:18]([NH:17][C:15]2[CH:14]=[CH:13][C:12]([CH3:25])=[C:11]([C:8]3[CH:9]=[CH:10][C:5]([C:3]([OH:4])=[O:2])=[CH:6][CH:7]=3)[CH:16]=2)=[O:19])=[CH:21]1, predict the reactants needed to synthesize it. The reactants are: C[O:2][C:3]([C:5]1[CH:10]=[CH:9][C:8]([C:11]2[CH:16]=[C:15]([NH:17][C:18]([C:20]3[CH:24]=[CH:23][O:22][CH:21]=3)=[O:19])[CH:14]=[CH:13][C:12]=2[CH3:25])=[CH:7][CH:6]=1)=[O:4].[O:22]1[CH:23]=[CH:24][C:20]([C:18]([NH:17][C:15]2[CH:14]=[CH:13][C:12]([CH3:25])=[C:11]([C:8]3[CH:7]=[CH:6][C:5]([C:3]([OH:2])=[O:4])=[CH:10][CH:9]=3)[CH:16]=2)=[O:19])=[CH:21]1.O.[OH-].[Li+]. (2) Given the product [F:1][C:2]1[C:3]([NH:21][CH:22]2[CH2:27][CH2:26][CH2:25][N:24]([C:31](=[O:32])[CH2:30][C:28]#[N:29])[CH2:23]2)=[N:4][C:5]([NH:8][C:9]2[CH:10]=[N:11][C:12]([N:15]3[CH2:20][CH2:19][O:18][CH2:17][CH2:16]3)=[CH:13][CH:14]=2)=[N:6][CH:7]=1, predict the reactants needed to synthesize it. The reactants are: [F:1][C:2]1[C:3]([NH:21][CH:22]2[CH2:27][CH2:26][CH2:25][NH:24][CH2:23]2)=[N:4][C:5]([NH:8][C:9]2[CH:10]=[N:11][C:12]([N:15]3[CH2:20][CH2:19][O:18][CH2:17][CH2:16]3)=[CH:13][CH:14]=2)=[N:6][CH:7]=1.[C:28]([CH2:30][C:31](O)=[O:32])#[N:29].CCN(C(C)C)C(C)C.CN(C(ON1N=NC2C=CC=NC1=2)=[N+](C)C)C.F[P-](F)(F)(F)(F)F. (3) Given the product [CH2:21]([C:20]([C:17]1[CH:18]=[CH:19][C:14]([C:11]2[S:12][CH:13]=[C:9]([CH2:8][C:7]([OH:45])=[O:6])[N:10]=2)=[C:15]([CH3:44])[CH:16]=1)([C:23]1[CH:28]=[CH:27][C:26](/[CH:29]=[CH:30]/[C:31]([OH:40])([C:36]([F:37])([F:38])[F:39])[C:32]([F:34])([F:35])[F:33])=[C:25]([CH3:41])[CH:24]=1)[CH2:42][CH3:43])[CH3:22], predict the reactants needed to synthesize it. The reactants are: [OH-].[Na+].O.C([O:6][C:7](=[O:45])[CH2:8][C:9]1[N:10]=[C:11]([C:14]2[CH:19]=[CH:18][C:17]([C:20]([CH2:42][CH3:43])([C:23]3[CH:28]=[CH:27][C:26](/[CH:29]=[CH:30]/[C:31]([OH:40])([C:36]([F:39])([F:38])[F:37])[C:32]([F:35])([F:34])[F:33])=[C:25]([CH3:41])[CH:24]=3)[CH2:21][CH3:22])=[CH:16][C:15]=2[CH3:44])[S:12][CH:13]=1)C.Cl. (4) Given the product [N:13]1[C:14]2[C:19](=[CH:18][CH:17]=[CH:16][CH:15]=2)[CH:20]=[CH:21][C:12]=1[CH2:11][O:1][C:2]1[CH:9]=[CH:8][C:5]([CH:6]=[O:7])=[CH:4][CH:3]=1, predict the reactants needed to synthesize it. The reactants are: [OH:1][C:2]1[CH:9]=[CH:8][C:5]([CH:6]=[O:7])=[CH:4][CH:3]=1.Cl[CH2:11][C:12]1[CH:21]=[CH:20][C:19]2[C:14](=[CH:15][CH:16]=[CH:17][CH:18]=2)[N:13]=1.C(=O)([O-])[O-].[K+].[K+].[I-].[K+]. (5) Given the product [O:22]1[CH:26]=[CH:25][C:24]([C:2]2[N:3]=[C:4]([CH2:8][CH2:9][C:10]3[N:21]=[C:13]4[C:14]([O:19][CH3:20])=[CH:15][CH:16]=[C:17]([CH3:18])[N:12]4[N:11]=3)[N:5]([CH3:7])[CH:6]=2)=[CH:23]1, predict the reactants needed to synthesize it. The reactants are: Br[C:2]1[N:3]=[C:4]([CH2:8][CH2:9][C:10]2[N:21]=[C:13]3[C:14]([O:19][CH3:20])=[CH:15][CH:16]=[C:17]([CH3:18])[N:12]3[N:11]=2)[N:5]([CH3:7])[CH:6]=1.[O:22]1[CH:26]=[CH:25][C:24](B(O)O)=[CH:23]1.COCCOC.C(=O)([O-])[O-].[Na+].[Na+]. (6) Given the product [CH:29]1([CH2:28][NH:27][C:25](=[O:26])[CH2:24][CH2:23][C:6]2[C:7]([NH:13][CH2:14][C:15]3[CH:16]=[CH:17][C:18]([O:21][CH3:22])=[CH:19][CH:20]=3)=[N:8][C:9]3[C:4]([CH:5]=2)=[CH:3][C:2]([B:43]2[O:44][C:45]([CH3:47])([CH3:46])[C:41]([CH3:57])([CH3:40])[O:42]2)=[C:11]([F:12])[CH:10]=3)[CH2:30][CH2:31][CH2:32][CH2:33][CH2:34]1, predict the reactants needed to synthesize it. The reactants are: Br[C:2]1[CH:3]=[C:4]2[C:9](=[CH:10][C:11]=1[F:12])[N:8]=[C:7]([NH:13][CH2:14][C:15]1[CH:20]=[CH:19][C:18]([O:21][CH3:22])=[CH:17][CH:16]=1)[C:6]([CH2:23][CH2:24][C:25]([NH:27][CH2:28][CH:29]1[CH2:34][CH2:33][CH2:32][CH2:31][CH2:30]1)=[O:26])=[CH:5]2.C([O-])(=O)C.[K+].[CH3:40][C:41]1([CH3:57])[C:45]([CH3:47])([CH3:46])[O:44][B:43]([B:43]2[O:44][C:45]([CH3:47])([CH3:46])[C:41]([CH3:57])([CH3:40])[O:42]2)[O:42]1. (7) Given the product [F:24][C:19]1[CH:18]=[C:17]([CH:22]=[CH:21][C:20]=1[CH3:23])[CH2:15][C:14]1[C:9](=[O:8])[NH:10][C:11]([CH3:26])=[CH:12][C:13]=1[CH3:25], predict the reactants needed to synthesize it. The reactants are: C([O:8][C:9]1[C:14]([CH:15]([C:17]2[CH:22]=[CH:21][C:20]([CH3:23])=[C:19]([F:24])[CH:18]=2)O)=[C:13]([CH3:25])[CH:12]=[C:11]([CH3:26])[N:10]=1)C1C=CC=CC=1.